Dataset: hERG Central: cardiac toxicity at 1µM, 10µM, and general inhibition. Task: Predict hERG channel inhibition at various concentrations. The molecule is CCCCN1C(Nc2ccccc2)=NC[C@@H]1Cc1ccccc1. Results: hERG_inhib (hERG inhibition (general)): blocker.